This data is from Forward reaction prediction with 1.9M reactions from USPTO patents (1976-2016). The task is: Predict the product of the given reaction. Given the reactants [CH2:1]([O:3][C:4](=[O:29])[CH2:5][C:6]([NH:8][C:9]1[C:14]([C:15]([F:18])([F:17])[F:16])=[CH:13][C:12]([Cl:19])=[CH:11][C:10]=1[C:20]#[C:21][C:22]1[CH:27]=[CH:26][CH:25]=[CH:24][C:23]=1[Cl:28])=[O:7])[CH3:2].[H-].[Na+], predict the reaction product. The product is: [CH2:1]([O:3][C:4]([C:5]1[C:6](=[O:7])[NH:8][C:9]2[C:10]([C:20]=1[CH2:21][C:22]1[CH:27]=[CH:26][CH:25]=[CH:24][C:23]=1[Cl:28])=[CH:11][C:12]([Cl:19])=[CH:13][C:14]=2[C:15]([F:17])([F:18])[F:16])=[O:29])[CH3:2].